Dataset: Catalyst prediction with 721,799 reactions and 888 catalyst types from USPTO. Task: Predict which catalyst facilitates the given reaction. (1) Reactant: [H-].[Na+].[N:3]1([C:9](=[O:13])[C@H:10]([OH:12])[CH3:11])[CH2:8][CH2:7][O:6][CH2:5][CH2:4]1.[C:14]1([CH3:24])[CH:19]=[CH:18][C:17]([S:20](Cl)(=[O:22])=[O:21])=[CH:16][CH:15]=1.Cl. Product: [CH3:24][C:14]1[CH:19]=[CH:18][C:17]([S:20]([O:12][C@H:10]([CH3:11])[C:9]([N:3]2[CH2:8][CH2:7][O:6][CH2:5][CH2:4]2)=[O:13])(=[O:22])=[O:21])=[CH:16][CH:15]=1. The catalyst class is: 305. (2) Reactant: Cl[C:2]1[CH:7]=[C:6]([C:8]2[N:12]([CH3:13])[C:11]3[CH:14]=[CH:15][CH:16]=[CH:17][C:10]=3[N:9]=2)[C:5]([Cl:18])=[CH:4][N:3]=1.[NH:19]1[CH2:24][CH2:23][NH:22][CH2:21][CH2:20]1.[F-].[Cs+]. Product: [Cl:18][C:5]1[C:6]([C:8]2[N:12]([CH3:13])[C:11]3[CH:14]=[CH:15][CH:16]=[CH:17][C:10]=3[N:9]=2)=[CH:7][C:2]([N:19]2[CH2:24][CH2:23][NH:22][CH2:21][CH2:20]2)=[N:3][CH:4]=1. The catalyst class is: 58. (3) Reactant: N1C=CC=CC=1.[C:7]([C:9]1[CH:25]=[CH:24][C:12]2[CH2:13][CH2:14][N:15]([C:18](=[O:23])[C:19]([F:22])([F:21])[F:20])[CH2:16][CH2:17][C:11]=2[C:10]=1[OH:26])#[N:8].[F:27][C:28]([F:41])([F:40])[S:29](O[S:29]([C:28]([F:41])([F:40])[F:27])(=[O:31])=[O:30])(=[O:31])=[O:30]. Product: [C:7]([C:9]1[CH:25]=[CH:24][C:12]2[CH2:13][CH2:14][N:15]([C:18](=[O:23])[C:19]([F:22])([F:20])[F:21])[CH2:16][CH2:17][C:11]=2[C:10]=1[O:26][S:29]([C:28]([F:41])([F:40])[F:27])(=[O:31])=[O:30])#[N:8]. The catalyst class is: 2. (4) Reactant: [CH3:1][O:2][C:3]1[CH:8]=[CH:7][N:6]=[C:5]([NH2:9])[CH:4]=1.Cl[CH2:11][CH:12]=O.C(=O)([O-])O.[Na+]. Product: [CH3:1][O:2][C:3]1[CH:8]=[CH:7][N:6]2[CH:11]=[CH:12][N:9]=[C:5]2[CH:4]=1. The catalyst class is: 97. (5) Reactant: [C:1]([O:5][C:6](=[O:23])[N:7]([CH2:9][CH2:10][C:11](=O)[NH:12][C:13]1[CH:18]=[CH:17][CH:16]=[C:15]([O:19][CH3:20])[C:14]=1[NH2:21])[CH3:8])([CH3:4])([CH3:3])[CH3:2]. Product: [C:1]([O:5][C:6](=[O:23])[N:7]([CH2:9][CH2:10][C:11]1[NH:21][C:14]2[C:15]([O:19][CH3:20])=[CH:16][CH:17]=[CH:18][C:13]=2[N:12]=1)[CH3:8])([CH3:4])([CH3:3])[CH3:2]. The catalyst class is: 15. (6) Reactant: I.[Br:2][C:3]1[CH:12]=[C:11]2[C:6]([CH2:7][CH:8]([CH3:13])[NH:9][CH2:10]2)=[CH:5][CH:4]=1.[C:14]([O:18][C:19](O[C:19]([O:18][C:14]([CH3:17])([CH3:16])[CH3:15])=[O:20])=[O:20])([CH3:17])([CH3:16])[CH3:15].C(=O)([O-])[O-].[Na+].[Na+]. Product: [Br:2][C:3]1[CH:12]=[C:11]2[C:6]([CH2:7][CH:8]([CH3:13])[N:9]([C:19]([O:18][C:14]([CH3:17])([CH3:16])[CH3:15])=[O:20])[CH2:10]2)=[CH:5][CH:4]=1. The catalyst class is: 253. (7) Reactant: [NH2:1][C:2]1[C:6]([CH3:7])=[CH:5][S:4][C:3]=1[C:8]([O:10]C)=O.[CH:12]([NH2:14])=O. Product: [CH3:7][C:6]1[C:2]2[N:1]=[CH:12][NH:14][C:8](=[O:10])[C:3]=2[S:4][CH:5]=1. The catalyst class is: 6.